This data is from Forward reaction prediction with 1.9M reactions from USPTO patents (1976-2016). The task is: Predict the product of the given reaction. (1) Given the reactants Cl[C:2]1[C:11]2[C:6](=[CH:7][C:8]([O:14][CH3:15])=[C:9]([O:12][CH3:13])[CH:10]=2)[N:5]=[CH:4][C:3]=1[C:16]([NH2:18])=[O:17].[NH2:19][C:20]1[C:21]([CH3:27])=[C:22]([OH:26])[CH:23]=[CH:24][CH:25]=1.C(O)(=O)C.C([O-])(O)=O.[Na+], predict the reaction product. The product is: [OH:26][C:22]1[C:21]([CH3:27])=[C:20]([CH:25]=[CH:24][CH:23]=1)[NH:19][C:2]1[C:11]2[C:6](=[CH:7][C:8]([O:14][CH3:15])=[C:9]([O:12][CH3:13])[CH:10]=2)[N:5]=[CH:4][C:3]=1[C:16]([NH2:18])=[O:17]. (2) Given the reactants [Br:1][C:2]1[CH:10]=[CH:9][C:5]([C:6]([OH:8])=O)=[CH:4][C:3]=1[Cl:11].S(Cl)(Cl)=O.[CH:16]1[CH:21]=[CH:20][CH:19]=[CH:18][CH:17]=1.[Cl-].[Cl-].[Cl-].[Al+3].Cl, predict the reaction product. The product is: [Br:1][C:2]1[CH:10]=[CH:9][C:5]([C:6]([C:16]2[CH:21]=[CH:20][CH:19]=[CH:18][CH:17]=2)=[O:8])=[CH:4][C:3]=1[Cl:11]. (3) Given the reactants [CH2:1]([NH:8][C:9]1[CH:14]=[CH:13][C:12]([O:15][CH2:16][C:17]#[CH:18])=[CH:11][C:10]=1[C:19]([C:21]1[CH:26]=[CH:25][C:24]([CH:27]([CH3:29])[CH3:28])=[C:23]([Cl:30])[CH:22]=1)=O)[C:2]1[CH:7]=[CH:6][CH:5]=[CH:4][CH:3]=1.[O-:31][C:32]#[N:33].[Na+], predict the reaction product. The product is: [CH2:1]([N:8]1[C:9]2[C:10](=[CH:11][C:12]([O:15][CH2:16][C:17]#[CH:18])=[CH:13][CH:14]=2)[C:19]([C:21]2[CH:26]=[CH:25][C:24]([CH:27]([CH3:29])[CH3:28])=[C:23]([Cl:30])[CH:22]=2)=[N:33][C:32]1=[O:31])[C:2]1[CH:7]=[CH:6][CH:5]=[CH:4][CH:3]=1. (4) Given the reactants C([O-])(=O)C.[O:5]=[C:6]1[C@@H:9]([NH3+:10])[CH2:8][NH:7]1.CCN(C(C)C)C(C)C.[CH:20]1([CH2:26][CH2:27][CH2:28][CH2:29][O:30][C:31](N2C=CC=CC2=O)=[O:32])[CH2:25][CH2:24][CH2:23][CH2:22][CH2:21]1, predict the reaction product. The product is: [CH:20]1([CH2:26][CH2:27][CH2:28][CH2:29][O:30][C:31](=[O:32])[NH:10][C@H:9]2[CH2:8][NH:7][C:6]2=[O:5])[CH2:25][CH2:24][CH2:23][CH2:22][CH2:21]1. (5) Given the reactants [OH:1][C:2]1[CH:11]=[CH:10][CH:9]=[CH:8][C:3]=1[C:4]([O:6]C)=O.[CH2:12]([NH2:15])[CH2:13][CH3:14], predict the reaction product. The product is: [OH:1][C:2]1[CH:11]=[CH:10][CH:9]=[CH:8][C:3]=1[C:4]([NH:15][CH2:12][CH2:13][CH3:14])=[O:6]. (6) Given the reactants [CH:1]1([N:6]([C@H:20]2[CH2:25][CH2:24][C@H:23](OC)[CH2:22][CH2:21]2)[C:7](=[O:19])[NH:8][C:9]2[S:10][C:11]([S:14][CH2:15][C:16]([OH:18])=[O:17])=[CH:12][N:13]=2)[CH2:5][CH2:4][CH2:3][CH2:2]1.[CH:28]1(N)CCC=CC1.C1(=O)CCCCC1.C(OC(=O)CSC1SC(N)=NC=1)C, predict the reaction product. The product is: [CH:1]1([N:6]([CH:20]2[CH2:25][CH2:24][CH2:23][CH2:22][CH2:21]2)[C:7](=[O:19])[NH:8][C:9]2[S:10][C:11]([S:14][CH2:15][C:16]([OH:18])=[O:17])=[CH:12][N:13]=2)[CH2:5][CH2:4][CH:3]=[CH:2][CH2:28]1. (7) Given the reactants [F:1][C:2]1[N:12]=[CH:11][C:5]2[NH:6][C:7](=O)[N:8]=[CH:9][C:4]=2[CH:3]=1.S(Cl)(Cl)=O.[Br:17][C:18]1[CH:24]=[CH:23][C:21]([NH2:22])=[CH:20][C:19]=1[Cl:25], predict the reaction product. The product is: [Br:17][C:18]1[CH:24]=[CH:23][C:21]([NH:22][C:9]2[C:4]3[CH:3]=[C:2]([F:1])[N:12]=[CH:11][C:5]=3[N:6]=[CH:7][N:8]=2)=[CH:20][C:19]=1[Cl:25]. (8) Given the reactants [C:1]([O:5][C:6]([N:8]1[C@H:17]([C:18](O)=[O:19])[CH2:16][C:15]2[C:10](=[CH:11][CH:12]=[CH:13][CH:14]=2)[CH2:9]1)=[O:7])([CH3:4])([CH3:3])[CH3:2].CN(C(ON1N=NC2C=CC=NC1=2)=[N+](C)C)C.F[P-](F)(F)(F)(F)F.CCN(C(C)C)C(C)C.[BH4-].[Na+], predict the reaction product. The product is: [C:1]([O:5][C:6]([N:8]1[C@H:17]([CH2:18][OH:19])[CH2:16][C:15]2[C:10](=[CH:11][CH:12]=[CH:13][CH:14]=2)[CH2:9]1)=[O:7])([CH3:4])([CH3:3])[CH3:2]. (9) Given the reactants [Cl:1][C:2]1[C:10]2[C:5](=[CH:6][CH:7]=[C:8]([CH:11]=[O:12])[CH:9]=2)[NH:4][N:3]=1.Br[CH2:14][C:15]1[CH:20]=[CH:19][C:18]([Cl:21])=[CH:17][C:16]=1[C:22]([F:25])([F:24])[F:23], predict the reaction product. The product is: [Cl:1][C:2]1[C:10]2[C:5](=[CH:6][CH:7]=[C:8]([CH:11]=[O:12])[CH:9]=2)[N:4]([CH2:14][C:15]2[CH:20]=[CH:19][C:18]([Cl:21])=[CH:17][C:16]=2[C:22]([F:24])([F:23])[F:25])[N:3]=1. (10) Given the reactants [C:1]1([C:7]2[CH:11]=[C:10]([C:12]([F:15])([F:14])[F:13])[NH:9][N:8]=2)[CH:6]=[CH:5][CH:4]=[CH:3][CH:2]=1.[I-:16].[Na+].II.C([O-])([O-])=O.[K+].[K+], predict the reaction product. The product is: [I:16][C:11]1[C:7]([C:1]2[CH:2]=[CH:3][CH:4]=[CH:5][CH:6]=2)=[N:8][NH:9][C:10]=1[C:12]([F:14])([F:15])[F:13].